Dataset: Catalyst prediction with 721,799 reactions and 888 catalyst types from USPTO. Task: Predict which catalyst facilitates the given reaction. Reactant: C([O:3][C:4]([C:6]1([S:11]([C:14]2[CH:19]=[CH:18][C:17]([O:20][CH3:21])=[CH:16][CH:15]=2)(=[O:13])=[O:12])[CH2:10][CH2:9][CH2:8][CH2:7]1)=[O:5])C.C(OC(=O)CS(C1C=CC(OC)=CC=1)(=O)=O)C.BrCCCCBr. The catalyst class is: 273. Product: [CH3:21][O:20][C:17]1[CH:18]=[CH:19][C:14]([S:11]([C:6]2([C:4]([OH:5])=[O:3])[CH2:10][CH2:9][CH2:8][CH2:7]2)(=[O:13])=[O:12])=[CH:15][CH:16]=1.